From a dataset of Forward reaction prediction with 1.9M reactions from USPTO patents (1976-2016). Predict the product of the given reaction. (1) Given the reactants [H-].[Na+].[CH:3]1([CH2:6][OH:7])[CH2:5][CH2:4]1.C[O:9][C:10]([C:12]1[C:17](C)=[CH:16][C:15]([Br:19])=[C:14](Cl)[N:13]=1)=[O:11], predict the reaction product. The product is: [Br:19][C:15]1[CH:16]=[CH:17][C:12]([C:10]([OH:11])=[O:9])=[N:13][C:14]=1[O:7][CH2:6][CH:3]1[CH2:5][CH2:4]1. (2) The product is: [C:10]([O:14][C:15]([N:17]1[CH2:22][CH2:21][O:20][CH:19]([CH2:23][O:9][C:3]2[CH:4]=[CH:5][C:6]([CH3:8])=[CH:7][C:2]=2[NH2:1])[CH2:18]1)=[O:16])([CH3:13])([CH3:11])[CH3:12].[C:10]([O:14][C:15]([N:17]1[CH2:22][CH2:21][O:20][CH:19]([CH2:23][O:24][C:29]2[CH:30]=[CH:31][C:26]([CH3:25])=[CH:27][C:28]=2[NH:33][C:40]([NH:57][C:58]2[CH:63]=[N:62][C:61]([C:64]#[N:65])=[CH:60][N:59]=2)=[O:46])[CH2:18]1)=[O:16])([CH3:13])([CH3:12])[CH3:11]. Given the reactants [NH2:1][C:2]1[CH:7]=[C:6]([CH3:8])[CH:5]=[CH:4][C:3]=1[OH:9].[C:10]([O:14][C:15]([N:17]1[CH2:22][CH2:21][O:20][CH:19]([CH2:23][OH:24])[CH2:18]1)=[O:16])([CH3:13])([CH3:12])[CH3:11].[CH3:25][C:26]1[CH:31]=[CH:30][C:29](O)=[C:28]([N+:33]([O-])=O)[CH:27]=1.ClC(Cl)(O[C:40](=[O:46])OC(Cl)(Cl)Cl)Cl.CCN(C(C)C)C(C)C.[NH2:57][C:58]1[N:59]=[CH:60][C:61]([C:64]#[N:65])=[N:62][CH:63]=1.C[Si]([N-][Si](C)(C)C)(C)C.[Li+], predict the reaction product. (3) Given the reactants [Cl:1][C:2]1[CH:3]=[CH:4][C:5]2[O:9][C:8]([NH:10][CH2:11][C@@H:12]3[C@H:17]([CH3:18])[CH2:16][CH2:15][CH2:14][N:13]3[C:19]([O:21]CC=C)=O)=[N:7][C:6]=2[CH:25]=1.NC[C@@H]1[C@H](C)CCCN1C([C:37]1[C:42]([N:43]2[N:47]=[CH:46][CH:45]=[N:44]2)=[CH:41][CH:40]=[C:39]([CH3:48])[N:38]=1)=O, predict the reaction product. The product is: [Cl:1][C:2]1[CH:3]=[CH:4][C:5]2[O:9][C:8]([NH:10][CH2:11][C@@H:12]3[C@H:17]([CH3:18])[CH2:16][CH2:15][CH2:14][N:13]3[C:19]([C:37]3[C:42]([N:43]4[N:44]=[CH:45][CH:46]=[N:47]4)=[CH:41][CH:40]=[C:39]([CH3:48])[N:38]=3)=[O:21])=[N:7][C:6]=2[CH:25]=1. (4) Given the reactants [N:1]1[CH:6]=[CH:5][CH:4]=[CH:3][CH:2]=1.[CH3:7][N:8]1[C:16]2[C:11](=[CH:12][CH:13]=[CH:14][CH:15]=2)[C:10](=[O:17])[C:9]1=[O:18].FC(F)(F)S(O[C:25]1[CH:30]=[CH:29][CH:28]=[CH:27][C:26]=1[Si](C)(C)C)(=O)=O.[F-].[K+].O1CCOCCOCCOCCOCCOCC1, predict the reaction product. The product is: [CH3:7][N:8]1[C:16]2[C:11](=[CH:12][CH:13]=[CH:14][CH:15]=2)[C:10]([O:17][C:25]2[CH:30]=[CH:29][CH:28]=[CH:27][CH:26]=2)([C:2]2[CH:3]=[CH:4][CH:5]=[CH:6][N:1]=2)[C:9]1=[O:18]. (5) Given the reactants Cl[C:2]1[N:7]=[C:6]([NH:8][C:9]2[CH:14]=[CH:13][CH:12]=[CH:11][C:10]=2[O:15][CH2:16][CH2:17][N:18]2[CH2:23][CH2:22][O:21][CH2:20][CH2:19]2)[C:5]([Cl:24])=[CH:4][N:3]=1.[NH2:25][C:26]1[CH:27]=[CH:28][C:29]2[CH2:35][CH2:34][CH2:33][C:32](=[O:36])[NH:31][C:30]=2[CH:37]=1.C(O)(C)C.Cl, predict the reaction product. The product is: [Cl:24][C:5]1[C:6]([NH:8][C:9]2[CH:14]=[CH:13][CH:12]=[CH:11][C:10]=2[O:15][CH2:16][CH2:17][N:18]2[CH2:23][CH2:22][O:21][CH2:20][CH2:19]2)=[N:7][C:2]([NH:25][C:26]2[CH:27]=[CH:28][C:29]3[CH2:35][CH2:34][CH2:33][C:32](=[O:36])[NH:31][C:30]=3[CH:37]=2)=[N:3][CH:4]=1. (6) Given the reactants [NH2:1][CH2:2][C:3]1[CH:11]=[CH:10][C:6]([C:7]([OH:9])=[O:8])=[CH:5][CH:4]=1.[C:12](O[C:12]([O:14][C:15]([CH3:18])([CH3:17])[CH3:16])=[O:13])([O:14][C:15]([CH3:18])([CH3:17])[CH3:16])=[O:13].[OH-].[Na+].O, predict the reaction product. The product is: [C:15]([O:14][C:12]([NH:1][CH2:2][C:3]1[CH:4]=[CH:5][C:6]([C:7]([OH:9])=[O:8])=[CH:10][CH:11]=1)=[O:13])([CH3:18])([CH3:17])[CH3:16]. (7) Given the reactants [CH3:1][S:2](Cl)(=[O:4])=[O:3].[C:6]([O:10][C:11]([N:13]1[CH2:21][C@H:19]([OH:20])[CH2:18][C@H:14]1[C:15]([OH:17])=[O:16])=[O:12])([CH3:9])([CH3:8])[CH3:7], predict the reaction product. The product is: [S:2]([O:16][C:15](=[O:17])[C@@H:14]1[CH2:18][C@@H:19]([OH:20])[CH2:21][N:13]1[C:11]([O:10][C:6]([CH3:9])([CH3:7])[CH3:8])=[O:12])([CH3:1])(=[O:4])=[O:3]. (8) Given the reactants [CH3:1]CCCCC.C([Li])CCC.COC1[C:19]2[CH2:20][C:21](=O)[C:22]3[C:23]([O:28][C:18]=2[CH:17]=CC=1)=[N:24][CH:25]=[CH:26][CH:27]=3.[Cl-].[NH4+].[C:32]([O:35][CH2:36][CH3:37])(=O)[CH3:33], predict the reaction product. The product is: [CH3:23][O:28][C:18]1[CH:17]=[CH:33][C:32]2[O:35][CH2:36][C:37]3[N:24]=[CH:25][CH:26]=[CH:27][C:22]=3[C:21](=[CH2:1])[C:20]=2[CH:19]=1. (9) Given the reactants [C:1]1([C@@H:7]2[CH2:11][O:10][C:9](=[O:12])[NH:8]2)[CH:6]=[CH:5][CH:4]=[CH:3][CH:2]=1.[Li]CCCC.[C:18](Cl)(=[O:22])[C:19]([CH3:21])=[CH2:20].O, predict the reaction product. The product is: [C:18]([N:8]1[C@H:7]([C:1]2[CH:2]=[CH:3][CH:4]=[CH:5][CH:6]=2)[CH2:11][O:10][C:9]1=[O:12])(=[O:22])[C:19]([CH3:21])=[CH2:20]. (10) Given the reactants [NH2:1][CH:2]([C:6]1[CH:11]=[CH:10][C:9]([F:12])=[CH:8][CH:7]=1)[C:3]([OH:5])=[O:4].Cl[C:14](Cl)([O:16]C(=O)OC(Cl)(Cl)Cl)Cl, predict the reaction product. The product is: [F:12][C:9]1[CH:10]=[CH:11][C:6]([CH:2]2[C:3](=[O:5])[O:4][C:14](=[O:16])[NH:1]2)=[CH:7][CH:8]=1.